From a dataset of Peptide-MHC class I binding affinity with 185,985 pairs from IEDB/IMGT. Regression. Given a peptide amino acid sequence and an MHC pseudo amino acid sequence, predict their binding affinity value. This is MHC class I binding data. (1) The peptide sequence is REFLTRNPA. The MHC is HLA-B40:01 with pseudo-sequence HLA-B40:01. The binding affinity (normalized) is 0.511. (2) The peptide sequence is RMMETWHPL. The MHC is HLA-A31:01 with pseudo-sequence HLA-A31:01. The binding affinity (normalized) is 0.770. (3) The peptide sequence is YTYGAGSYF. The MHC is HLA-C14:02 with pseudo-sequence YSAGYREKYRQTDVSNLYLWFDSYTWAERAYTWY. The binding affinity (normalized) is 1.00. (4) The peptide sequence is NQQVTNSKY. The binding affinity (normalized) is 0.0847. The MHC is HLA-B27:05 with pseudo-sequence HLA-B27:05. (5) The peptide sequence is AEMWAQDAAM. The MHC is HLA-A23:01 with pseudo-sequence HLA-A23:01. The binding affinity (normalized) is 0. (6) The peptide sequence is VHFRNQVKI. The binding affinity (normalized) is 0.0847. The MHC is HLA-B08:02 with pseudo-sequence HLA-B08:02. (7) The peptide sequence is VLSDFRTWL. The MHC is HLA-A02:01 with pseudo-sequence HLA-A02:01. The binding affinity (normalized) is 0.947. (8) The binding affinity (normalized) is 0. The peptide sequence is RPGPPPPPP. The MHC is HLA-B51:01 with pseudo-sequence HLA-B51:01. (9) The peptide sequence is ISLNKYYNLTM. The MHC is Mamu-A02 with pseudo-sequence Mamu-A02. The binding affinity (normalized) is 0.409. (10) The binding affinity (normalized) is 0.0847. The peptide sequence is THYPTQNRF. The MHC is HLA-B27:05 with pseudo-sequence HLA-B27:05.